Dataset: Forward reaction prediction with 1.9M reactions from USPTO patents (1976-2016). Task: Predict the product of the given reaction. (1) Given the reactants [NH2:1][C@H](C(C)C)C(N1CC[C@@](C2C=CC(Cl)=CC=2)(O)C(C)(C)C1)=O.[S:24]([C:28]1[CH:29]=[C:30]([CH:34]=[CH:35][CH:36]=1)[C:31](O)=[O:32])(=[O:27])(=[O:26])[NH2:25].C1C=CC2N(O)N=NC=2C=1.C(Cl)CCl.C(N(CC)CC)C, predict the reaction product. The product is: [S:24]([C:28]1[CH:29]=[C:30]([CH:34]=[CH:35][CH:36]=1)[C:31]([NH2:1])=[O:32])(=[O:27])(=[O:26])[NH2:25]. (2) Given the reactants [CH3:1][O:2][C:3](=[O:30])[NH:4][CH:5]([C:9]([N:11]1[CH:17]([C:18]2[NH:19][C:20]([C:23]3[CH:28]=[CH:27][C:26](Br)=[CH:25][CH:24]=3)=[CH:21][N:22]=2)[CH2:16][C:13]2([CH2:15][CH2:14]2)[CH2:12]1)=[O:10])[CH:6]([CH3:8])[CH3:7].B1(B2OC(C)(C)C(C)(C)O2)OC(C)(C)C(C)(C)O1.C([O-])(=O)C.[K+].[CH3:54][O:55][C:56](=[O:87])[NH:57][CH:58]([C:62]([N:64]1[CH:70]([C:71]2[NH:72][C:73]([C:76]3[CH:85]=[CH:84][C:83]4[C:78](=[CH:79][CH:80]=[C:81](Br)[CH:82]=4)[CH:77]=3)=[CH:74][N:75]=2)[CH2:69][C:66]2([CH2:68][CH2:67]2)[CH2:65]1)=[O:63])[CH:59]([CH3:61])[CH3:60].P([O-])([O-])([O-])=O.[K+].[K+].[K+], predict the reaction product. The product is: [CH3:54][O:55][C:56](=[O:87])[NH:57][CH:58]([C:62]([N:64]1[CH:70]([C:71]2[NH:72][C:73]([C:76]3[CH:85]=[CH:84][C:83]4[C:78](=[CH:79][CH:80]=[C:81]([C:26]5[CH:25]=[CH:24][C:23]([C:20]6[NH:19][C:18]([CH:17]7[CH2:16][C:13]8([CH2:14][CH2:15]8)[CH2:12][N:11]7[C:9](=[O:10])[CH:5]([NH:4][C:3]([O:2][CH3:1])=[O:30])[CH:6]([CH3:8])[CH3:7])=[N:22][CH:21]=6)=[CH:28][CH:27]=5)[CH:82]=4)[CH:77]=3)=[CH:74][N:75]=2)[CH2:69][C:66]2([CH2:68][CH2:67]2)[CH2:65]1)=[O:63])[CH:59]([CH3:61])[CH3:60].